Task: Regression. Given two drug SMILES strings and cell line genomic features, predict the synergy score measuring deviation from expected non-interaction effect.. Dataset: Merck oncology drug combination screen with 23,052 pairs across 39 cell lines (1) Drug 1: COc1cc(C2c3cc4c(cc3C(OC3OC5COC(C)OC5C(O)C3O)C3COC(=O)C23)OCO4)cc(OC)c1O. Drug 2: Cn1nnc2c(C(N)=O)ncn2c1=O. Cell line: A2058. Synergy scores: synergy=13.6. (2) Drug 1: Cn1nnc2c(C(N)=O)ncn2c1=O. Drug 2: CCc1cnn2c(NCc3ccc[n+]([O-])c3)cc(N3CCCCC3CCO)nc12. Cell line: EFM192B. Synergy scores: synergy=-3.36. (3) Drug 1: CCC1=CC2CN(C1)Cc1c([nH]c3ccccc13)C(C(=O)OC)(c1cc3c(cc1OC)N(C)C1C(O)(C(=O)OC)C(OC(C)=O)C4(CC)C=CCN5CCC31C54)C2. Drug 2: CC(C)CC(NC(=O)C(Cc1ccccc1)NC(=O)c1cnccn1)B(O)O. Cell line: A427. Synergy scores: synergy=-23.9. (4) Drug 1: O=C(NOCC(O)CO)c1ccc(F)c(F)c1Nc1ccc(I)cc1F. Drug 2: CC1(c2nc3c(C(N)=O)cccc3[nH]2)CCCN1. Cell line: HT29. Synergy scores: synergy=-4.78. (5) Drug 1: CN1C(=O)C=CC2(C)C3CCC4(C)C(NC(=O)OCC(F)(F)F)CCC4C3CCC12. Drug 2: Cc1nc(Nc2ncc(C(=O)Nc3c(C)cccc3Cl)s2)cc(N2CCN(CCO)CC2)n1. Cell line: OVCAR3. Synergy scores: synergy=68.3. (6) Drug 1: CS(=O)(=O)CCNCc1ccc(-c2ccc3ncnc(Nc4ccc(OCc5cccc(F)c5)c(Cl)c4)c3c2)o1. Drug 2: COC1CC2CCC(C)C(O)(O2)C(=O)C(=O)N2CCCCC2C(=O)OC(C(C)CC2CCC(OP(C)(C)=O)C(OC)C2)CC(=O)C(C)C=C(C)C(O)C(OC)C(=O)C(C)CC(C)C=CC=CC=C1C. Cell line: NCIH460. Synergy scores: synergy=-4.43.